From a dataset of Full USPTO retrosynthesis dataset with 1.9M reactions from patents (1976-2016). Predict the reactants needed to synthesize the given product. Given the product [CH2:31]([N:11]1[C:10]([C:7]2[CH:6]=[CH:5][C:4]([C:3]([OH:38])=[O:2])=[CH:9][CH:8]=2)=[CH:14][N:13]([CH2:15][C:16]2[CH:21]=[CH:20][C:19]([C:22]([F:27])([F:28])[P:23]([OH:26])([OH:25])=[O:24])=[C:18]([Br:29])[CH:17]=2)[C:12]1=[O:30])[C:32]1[CH:33]=[CH:34][CH:35]=[CH:36][CH:37]=1, predict the reactants needed to synthesize it. The reactants are: C[O:2][C:3](=[O:38])[C:4]1[CH:9]=[CH:8][C:7]([C:10]2[N:11]([CH2:31][C:32]3[CH:37]=[CH:36][CH:35]=[CH:34][CH:33]=3)[C:12](=[O:30])[N:13]([CH2:15][C:16]3[CH:21]=[CH:20][C:19]([C:22]([F:28])([F:27])[P:23]([OH:26])([OH:25])=[O:24])=[C:18]([Br:29])[CH:17]=3)[CH:14]=2)=[CH:6][CH:5]=1.[OH-].[Na+].